This data is from Forward reaction prediction with 1.9M reactions from USPTO patents (1976-2016). The task is: Predict the product of the given reaction. (1) Given the reactants [NH2:1][C:2]1[C:3]2[C:10]([C:11]3[CH:16]=[CH:15][CH:14]=[C:13]([O:17][CH2:18][CH:19]4[CH2:24][CH2:23][CH2:22][CH2:21][O:20]4)[CH:12]=3)=[CH:9][N:8]([C@@H:25]3[CH2:28][C@H:27]([CH:29]=O)[CH2:26]3)[C:4]=2[N:5]=[CH:6][N:7]=1.[CH3:31][C:32]1([CH3:41])[CH2:37][NH:36][C@H:35]([C:38]([NH2:40])=[O:39])[CH2:34][O:33]1, predict the reaction product. The product is: [NH2:1][C:2]1[C:3]2[C:10]([C:11]3[CH:16]=[CH:15][CH:14]=[C:13]([O:17][CH2:18][CH:19]4[CH2:24][CH2:23][CH2:22][CH2:21][O:20]4)[CH:12]=3)=[CH:9][N:8]([CH:25]3[CH2:28][CH:27]([CH2:29][N:36]4[CH2:37][C:32]([CH3:41])([CH3:31])[O:33][CH2:34][C@H:35]4[C:38]([NH2:40])=[O:39])[CH2:26]3)[C:4]=2[N:5]=[CH:6][N:7]=1. (2) The product is: [Br:1][C:2]1[CH:7]=[CH:6][C:5]([NH:8][C:11](=[O:13])[CH:10]=[N:24][OH:25])=[CH:4][CH:3]=1. Given the reactants [Br:1][C:2]1[CH:7]=[CH:6][C:5]([NH2:8])=[CH:4][CH:3]=1.Cl[C:10](Cl)(Cl)[CH:11]([OH:13])O.S([O-])([O-])(=O)=O.[Na+].[Na+].Cl.[NH2:24][OH:25].Cl, predict the reaction product. (3) The product is: [CH3:1][O:2][CH2:3][CH2:4][O:5][C:6]1[CH:11]=[CH:10][C:9]([CH2:12][CH2:13][CH2:14][OH:15])=[C:8]([O:19][CH2:20][C:21]2[CH:22]=[CH:23][C:24]([C:27]([F:28])([F:29])[F:30])=[CH:25][CH:26]=2)[CH:7]=1. Given the reactants [CH3:1][O:2][CH2:3][CH2:4][O:5][C:6]1[CH:11]=[CH:10][C:9]([CH2:12][CH2:13][C:14](OCC)=[O:15])=[C:8]([O:19][CH2:20][C:21]2[CH:26]=[CH:25][C:24]([C:27]([F:30])([F:29])[F:28])=[CH:23][CH:22]=2)[CH:7]=1.[H-].[Al+3].[Li+].[H-].[H-].[H-].O.O.O.O.O.O.O.O.O.O.S([O-])([O-])(=O)=O.[Na+].[Na+], predict the reaction product. (4) The product is: [Cl:31][C:14]1[CH:13]=[C:12]([NH:11][C:9](=[O:10])[C:25]([O:27][CH3:28])=[O:26])[CH:17]=[CH:16][C:15]=1[CH:18]1[CH2:23][CH2:22][CH:21]([CH:24]([CH3:30])[C:25]([O:27][CH2:28][CH3:29])=[O:26])[CH2:20][CH2:19]1. Given the reactants C(O[C:9]([NH:11][C:12]1[CH:17]=[CH:16][C:15]([CH:18]2[CH2:23][CH2:22][C:21](=[C:24]([CH3:30])[C:25]([O:27][CH2:28][CH3:29])=[O:26])[CH2:20][CH2:19]2)=[C:14]([Cl:31])[CH:13]=1)=[O:10])C1C=CC=CC=1, predict the reaction product. (5) Given the reactants Br[C:2]1[S:3][CH:4]=[CH:5][CH:6]=1.[Li]CCCC.[CH3:12][C:13](=[O:18])[CH2:14][CH2:15][CH2:16][CH3:17], predict the reaction product. The product is: [S:3]1[CH:4]=[CH:5][CH:6]=[C:2]1[C:13]([OH:18])([CH2:14][CH2:15][CH2:16][CH3:17])[CH3:12].